From a dataset of Forward reaction prediction with 1.9M reactions from USPTO patents (1976-2016). Predict the product of the given reaction. (1) Given the reactants [Li+].[OH-].[OH:3][CH2:4][C:5]1[CH:6]=[C:7]([C:11]2[N:16]=[C:15]([C:17]([NH:19][C:20]3[C:25]([CH3:26])=[CH:24][N:23]=[C:22]([C:27]([O:29]CC)=[O:28])[C:21]=3[CH3:32])=[O:18])[C:14]([CH3:33])=[CH:13][CH:12]=2)[CH:8]=[CH:9][CH:10]=1.Cl, predict the reaction product. The product is: [OH:3][CH2:4][C:5]1[CH:6]=[C:7]([C:11]2[N:16]=[C:15]([C:17]([NH:19][C:20]3[C:25]([CH3:26])=[CH:24][N:23]=[C:22]([C:27]([OH:29])=[O:28])[C:21]=3[CH3:32])=[O:18])[C:14]([CH3:33])=[CH:13][CH:12]=2)[CH:8]=[CH:9][CH:10]=1. (2) Given the reactants [N:1]1([C:6]2[CH:13]=[CH:12]C(C#N)=[CH:8][C:7]=2[C:14]([F:17])([F:16])[F:15])[CH:5]=[CH:4][N:3]=[CH:2]1.Cl.[C:19]([OH:22])(=[O:21])[CH3:20], predict the reaction product. The product is: [N:1]1([C:6]2[CH:13]=[CH:12][C:20]([C:19]([OH:22])=[O:21])=[CH:8][C:7]=2[C:14]([F:15])([F:16])[F:17])[CH:5]=[CH:4][N:3]=[CH:2]1. (3) Given the reactants [C:1]([C:3]1[CH:8]=[CH:7][C:6]([C:9]2[N:13]3[N:14]=[C:15]([C:18]4[CH:26]=[CH:25][C:21]([C:22](O)=[O:23])=[CH:20][CH:19]=4)[CH:16]=[CH:17][C:12]3=[N:11][CH:10]=2)=[CH:5][CH:4]=1)#[N:2].CN(C(ON1N=NC2C=CC=NC1=2)=[N+](C)C)C.F[P-](F)(F)(F)(F)F.CN1CCOCC1.[CH2:58]([C:60]1([NH:66][C:67](=[O:73])[O:68][C:69]([CH3:72])([CH3:71])[CH3:70])[CH2:65][CH2:64][NH:63][CH2:62][CH2:61]1)[CH3:59], predict the reaction product. The product is: [C:1]([C:3]1[CH:4]=[CH:5][C:6]([C:9]2[N:13]3[N:14]=[C:15]([C:18]4[CH:26]=[CH:25][C:21]([C:22]([N:63]5[CH2:64][CH2:65][C:60]([NH:66][C:67](=[O:73])[O:68][C:69]([CH3:72])([CH3:71])[CH3:70])([CH2:58][CH3:59])[CH2:61][CH2:62]5)=[O:23])=[CH:20][CH:19]=4)[CH:16]=[CH:17][C:12]3=[N:11][CH:10]=2)=[CH:7][CH:8]=1)#[N:2]. (4) The product is: [CH:3]1([CH2:6][N:7]([CH2:20][CH2:21][CH2:22][C:23]2[C:31]3[C:26](=[CH:27][CH:28]=[C:29]([F:32])[CH:30]=3)[N:25]([CH3:34])[CH:24]=2)[CH:8]2[CH2:17][C:16]3[C:11](=[CH:12][CH:13]=[CH:14][C:15]=3[O:18][CH3:19])[O:10][CH2:9]2)[CH2:5][CH2:4]1. Given the reactants [H-].[Na+].[CH:3]1([CH2:6][N:7]([CH2:20][CH2:21][CH2:22][C:23]2[C:31]3[C:26](=[CH:27][CH:28]=[C:29]([F:32])[CH:30]=3)[NH:25][CH:24]=2)[CH:8]2[CH2:17][C:16]3[C:11](=[CH:12][CH:13]=[CH:14][C:15]=3[O:18][CH3:19])[O:10][CH2:9]2)[CH2:5][CH2:4]1.I[CH3:34], predict the reaction product.